This data is from Catalyst prediction with 721,799 reactions and 888 catalyst types from USPTO. The task is: Predict which catalyst facilitates the given reaction. (1) Reactant: [CH3:1][NH:2][C@H:3]1[CH2:7][CH2:6][NH:5][CH2:4]1.[Cl:8][C:9]1[N:18]=[C:17](Cl)[C:16]2[C:11](=[CH:12][C:13]([O:22][CH3:23])=[C:14]([O:20][CH3:21])[CH:15]=2)[N:10]=1. Product: [Cl:8][C:9]1[N:18]=[C:17]([N:5]2[CH2:6][CH2:7][C@H:3]([NH:2][CH3:1])[CH2:4]2)[C:16]2[C:11](=[CH:12][C:13]([O:22][CH3:23])=[C:14]([O:20][CH3:21])[CH:15]=2)[N:10]=1. The catalyst class is: 8. (2) Reactant: [F:1][CH:2]([F:14])[O:3][C:4]1[CH:9]=[CH:8][C:7]([CH2:10][C:11]([OH:13])=[O:12])=[CH:6][CH:5]=1.C[Si]([N-][Si](C)(C)C)(C)C.[Na+].[Cl:25][CH2:26][CH2:27][CH2:28][CH2:29]I. Product: [Cl:25][CH2:26][CH2:27][CH2:28][CH2:29][CH:10]([C:7]1[CH:6]=[CH:5][C:4]([O:3][CH:2]([F:14])[F:1])=[CH:9][CH:8]=1)[C:11]([OH:13])=[O:12]. The catalyst class is: 521. (3) Reactant: Cl.[NH2:2][C:3]1[CH:8]=[C:7]([C:9]([O:11][CH3:12])=[O:10])[CH:6]=[CH:5][C:4]=1[B:13]([OH:15])[OH:14].C(N(CC)CC)C.[C:23](O[C:23]([O:25][C:26]([CH3:29])([CH3:28])[CH3:27])=[O:24])([O:25][C:26]([CH3:29])([CH3:28])[CH3:27])=[O:24]. Product: [C:26]([O:25][C:23]([NH:2][C:3]1[CH:8]=[C:7]([C:9]([O:11][CH3:12])=[O:10])[CH:6]=[CH:5][C:4]=1[B:13]([OH:15])[OH:14])=[O:24])([CH3:29])([CH3:28])[CH3:27]. The catalyst class is: 649. (4) Reactant: N#N.[CH3:3][C:4](C)([O-])[CH3:5].[K+].[N+:9]([CH2:11][C:12]([O:14][CH2:15][CH3:16])=[O:13])#[C-:10].CC(C)=[O:19]. Product: [CH:10]([NH:9][C:11](=[C:4]([CH3:5])[CH3:3])[C:12]([O:14][CH2:15][CH3:16])=[O:13])=[O:19]. The catalyst class is: 1. (5) Reactant: C([N-]C(C)C)(C)C.[Li+].[CH3:9][O:10][C:11]1[N:16]=[CH:15][C:14]([C:17]#[N:18])=[CH:13][CH:12]=1.[I:19]I.[Cl-].[NH4+]. Product: [I:19][C:13]1[CH:12]=[C:11]([O:10][CH3:9])[N:16]=[CH:15][C:14]=1[C:17]#[N:18]. The catalyst class is: 56. (6) Reactant: C(O[C:4](=[O:14])[CH2:5][C:6](=O)[C:7]1[CH:12]=[CH:11][CH:10]=[CH:9][CH:8]=1)C.[NH2:15][C:16]1[N:20]([CH:21]([C:28]2[CH:33]=[CH:32][CH:31]=[CH:30][CH:29]=2)[C:22]2[CH:27]=[CH:26][CH:25]=[CH:24][CH:23]=2)[CH:19]=[C:18]([C:34]#[N:35])[CH:17]=1.Cl. Product: [CH:21]([N:20]1[C:16]2=[N:15][C:4]([OH:14])=[CH:5][C:6]([C:7]3[CH:8]=[CH:9][CH:10]=[CH:11][CH:12]=3)=[C:17]2[C:18]([C:34]#[N:35])=[CH:19]1)([C:22]1[CH:27]=[CH:26][CH:25]=[CH:24][CH:23]=1)[C:28]1[CH:33]=[CH:32][CH:31]=[CH:30][CH:29]=1. The catalyst class is: 51. (7) Reactant: Br[C:2]1[O:6][C:5]([CH:7]=[C:8]2[C:16]3[C:11](=[CH:12][CH:13]=[C:14]([Cl:17])[CH:15]=3)[NH:10][C:9]2=[O:18])=[CH:4][CH:3]=1.[F:19][C:20]1[CH:25]=[CH:24][C:23]([C:26]([O:28][CH3:29])=[O:27])=[CH:22][C:21]=1B(O)O.C([O-])([O-])=O.[Cs+].[Cs+].O. Product: [Cl:17][C:14]1[CH:15]=[C:16]2[C:11](=[CH:12][CH:13]=1)[NH:10][C:9](=[O:18])[C:8]2=[CH:7][C:5]1[O:6][C:2]([C:21]2[CH:22]=[C:23]([CH:24]=[CH:25][C:20]=2[F:19])[C:26]([O:28][CH3:29])=[O:27])=[CH:3][CH:4]=1. The catalyst class is: 38. (8) Reactant: Cl[C:2]1[N:10]=[C:9]([Cl:11])[CH:8]=[CH:7][C:3]=1[C:4]([OH:6])=[O:5].COC1C=C(OC)C=CC=1C[NH2:23].N1C=CC=CC=1.C(O)(C(F)(F)F)=O. Product: [NH2:23][C:2]1[N:10]=[C:9]([Cl:11])[CH:8]=[CH:7][C:3]=1[C:4]([OH:6])=[O:5]. The catalyst class is: 33. (9) Reactant: [Cl:1][C:2]1[CH:3]=[C:4]([F:9])[C:5]([NH2:8])=[N:6][CH:7]=1.[OH:10]O. Product: [NH2:8][C:5]1[C:4]([F:9])=[CH:3][C:2]([Cl:1])=[CH:7][N+:6]=1[O-:10]. The catalyst class is: 15.